Dataset: Full USPTO retrosynthesis dataset with 1.9M reactions from patents (1976-2016). Task: Predict the reactants needed to synthesize the given product. (1) The reactants are: [CH3:1][C:2]1[CH:7]=[CH:6][CH:5]=[C:4]([C:8]([C:17]2[N:22]=[C:21]([CH3:23])[CH:20]=[CH:19][CH:18]=2)([C:10]2[N:15]=[C:14]([CH3:16])[CH:13]=[CH:12][CH:11]=2)[F:9])[N:3]=1.Br[C:25]1[CH:37]=[CH:36][CH:35]=[CH:34][C:26]=1[O:27]C1CCCCO1.C(P([C:47]([CH3:50])([CH3:49])C)C(C)(C)C)(C)(C)C.[Cl-].[NH4+]. Given the product [OH:27][C:26]1[CH:34]=[CH:35][CH:36]=[CH:37][C:25]=1[CH2:23][C:21]1[CH:20]=[CH:19][CH:18]=[C:17]([C:8]([C:10]2[N:15]=[C:14]([CH2:16][C:34]3[CH:35]=[CH:36][CH:37]=[CH:25][C:26]=3[OH:27])[CH:13]=[CH:12][CH:11]=2)([C:4]2[N:3]=[C:2]([CH2:1][C:49]3[CH:47]=[CH:50][CH:37]=[CH:25][C:26]=3[OH:27])[CH:7]=[CH:6][CH:5]=2)[F:9])[N:22]=1, predict the reactants needed to synthesize it. (2) Given the product [NH2:20][C:5]1[CH:4]=[CH:3][C:2]([Cl:1])=[CH:7][C:6]=1[S:8][CH2:9][C:10]1[CH:19]=[CH:18][CH:17]=[CH:16][C:11]=1[C:12]([O:14][CH3:15])=[O:13], predict the reactants needed to synthesize it. The reactants are: [Cl:1][C:2]1[CH:3]=[CH:4][C:5]([N+:20]([O-])=O)=[C:6]([S:8][CH2:9][C:10]2[CH:19]=[CH:18][CH:17]=[CH:16][C:11]=2[C:12]([O:14][CH3:15])=[O:13])[CH:7]=1.[NH4+].[Cl-]. (3) Given the product [NH2:8][C:6]1[CH:7]=[C:2]([Cl:1])[C:3]([CH:11]([CH3:14])[C:12]#[N:13])=[N:4][CH:5]=1, predict the reactants needed to synthesize it. The reactants are: [Cl:1][C:2]1[C:3]([CH:11]([CH3:14])[C:12]#[N:13])=[N:4][CH:5]=[C:6]([N+:8]([O-])=O)[CH:7]=1.C(O)C.[NH4+].[Cl-].Cl. (4) Given the product [CH2:17]([C:16]([C:13]1[CH:14]=[CH:15][C:10]([C:9]#[C:8][CH2:7][CH2:6][CH2:5][CH2:4][C:3]([OH:41])=[O:2])=[C:11]([CH3:40])[CH:12]=1)([C:19]1[CH:24]=[CH:23][C:22]([C:25]#[C:26][C:27]([OH:36])([C:32]([F:33])([F:34])[F:35])[C:28]([F:31])([F:29])[F:30])=[C:21]([CH3:37])[CH:20]=1)[CH2:38][CH3:39])[CH3:18], predict the reactants needed to synthesize it. The reactants are: C[O:2][C:3](=[O:41])[CH2:4][CH2:5][CH2:6][CH2:7][C:8]#[C:9][C:10]1[CH:15]=[CH:14][C:13]([C:16]([CH2:38][CH3:39])([C:19]2[CH:24]=[CH:23][C:22]([C:25]#[C:26][C:27]([OH:36])([C:32]([F:35])([F:34])[F:33])[C:28]([F:31])([F:30])[F:29])=[C:21]([CH3:37])[CH:20]=2)[CH2:17][CH3:18])=[CH:12][C:11]=1[CH3:40].